This data is from NCI-60 drug combinations with 297,098 pairs across 59 cell lines. The task is: Regression. Given two drug SMILES strings and cell line genomic features, predict the synergy score measuring deviation from expected non-interaction effect. (1) Drug 1: CCN(CC)CCCC(C)NC1=C2C=C(C=CC2=NC3=C1C=CC(=C3)Cl)OC. Drug 2: CN(C(=O)NC(C=O)C(C(C(CO)O)O)O)N=O. Cell line: K-562. Synergy scores: CSS=34.3, Synergy_ZIP=2.88, Synergy_Bliss=3.28, Synergy_Loewe=-6.03, Synergy_HSA=5.33. (2) Synergy scores: CSS=0.507, Synergy_ZIP=-0.306, Synergy_Bliss=0.359, Synergy_Loewe=-0.749, Synergy_HSA=-0.396. Cell line: OVCAR-4. Drug 1: CCC(=C(C1=CC=CC=C1)C2=CC=C(C=C2)OCCN(C)C)C3=CC=CC=C3.C(C(=O)O)C(CC(=O)O)(C(=O)O)O. Drug 2: C1=CN(C=N1)CC(O)(P(=O)(O)O)P(=O)(O)O. (3) Cell line: UACC62. Drug 2: CC(C1=C(C=CC(=C1Cl)F)Cl)OC2=C(N=CC(=C2)C3=CN(N=C3)C4CCNCC4)N. Synergy scores: CSS=21.2, Synergy_ZIP=-2.53, Synergy_Bliss=-3.18, Synergy_Loewe=-4.66, Synergy_HSA=-2.29. Drug 1: C1=NC2=C(N1)C(=S)N=C(N2)N. (4) Cell line: T-47D. Drug 1: CC1=C(C=C(C=C1)NC2=NC=CC(=N2)N(C)C3=CC4=NN(C(=C4C=C3)C)C)S(=O)(=O)N.Cl. Synergy scores: CSS=-1.48, Synergy_ZIP=0.982, Synergy_Bliss=1.29, Synergy_Loewe=-1.63, Synergy_HSA=-0.452. Drug 2: CC(C)NC(=O)C1=CC=C(C=C1)CNNC.Cl. (5) Drug 1: CC1C(C(=O)NC(C(=O)N2CCCC2C(=O)N(CC(=O)N(C(C(=O)O1)C(C)C)C)C)C(C)C)NC(=O)C3=C4C(=C(C=C3)C)OC5=C(C(=O)C(=C(C5=N4)C(=O)NC6C(OC(=O)C(N(C(=O)CN(C(=O)C7CCCN7C(=O)C(NC6=O)C(C)C)C)C)C(C)C)C)N)C. Drug 2: C1CCC(C(C1)N)N.C(=O)(C(=O)[O-])[O-].[Pt+4]. Cell line: SF-268. Synergy scores: CSS=17.9, Synergy_ZIP=-5.24, Synergy_Bliss=-1.87, Synergy_Loewe=-2.02, Synergy_HSA=1.43. (6) Drug 1: COC1=C(C=C2C(=C1)N=CN=C2NC3=CC(=C(C=C3)F)Cl)OCCCN4CCOCC4. Drug 2: CN1C2=C(C=C(C=C2)N(CCCl)CCCl)N=C1CCCC(=O)O.Cl. Cell line: K-562. Synergy scores: CSS=18.2, Synergy_ZIP=-3.58, Synergy_Bliss=-2.39, Synergy_Loewe=-7.90, Synergy_HSA=-2.86. (7) Drug 1: CC12CCC(CC1=CCC3C2CCC4(C3CC=C4C5=CN=CC=C5)C)O. Drug 2: C1=CN(C=N1)CC(O)(P(=O)(O)O)P(=O)(O)O. Cell line: NCI-H460. Synergy scores: CSS=-6.50, Synergy_ZIP=0.557, Synergy_Bliss=-7.34, Synergy_Loewe=-10.4, Synergy_HSA=-9.31. (8) Drug 1: CCCS(=O)(=O)NC1=C(C(=C(C=C1)F)C(=O)C2=CNC3=C2C=C(C=N3)C4=CC=C(C=C4)Cl)F. Drug 2: C1=CC(=CC=C1C#N)C(C2=CC=C(C=C2)C#N)N3C=NC=N3. Cell line: SF-268. Synergy scores: CSS=3.84, Synergy_ZIP=5.19, Synergy_Bliss=5.73, Synergy_Loewe=-8.61, Synergy_HSA=1.81. (9) Drug 1: C1C(C(OC1N2C=C(C(=O)NC2=O)F)CO)O. Drug 2: CN(C(=O)NC(C=O)C(C(C(CO)O)O)O)N=O. Cell line: SW-620. Synergy scores: CSS=26.0, Synergy_ZIP=-3.91, Synergy_Bliss=0.761, Synergy_Loewe=-11.8, Synergy_HSA=1.95.